Dataset: Reaction yield outcomes from USPTO patents with 853,638 reactions. Task: Predict the reaction yield, written as a fraction of the theoretical maximum amount of product (1.0 means a 100% yield; for example, 0.34 means a 34% yield). The reactants are Cl[C:2]1[C:11]2[C:6](=[CH:7][C:8]3[CH:15]=[C:14]([O:16][CH2:17][CH2:18][Cl:19])[C:13]([O:20][CH3:21])=[CH:12][C:9]=3[CH:10]=2)[N:5]=[CH:4][C:3]=1[C:22]#[N:23].ClC1C2C(=CC3C=C(OC)C(OCCCl)=CC=3C=2)N=CC=1C#N.Cl.N1C=CC=CC=1.[Cl:54][C:55]1[CH:61]=[C:60]([Cl:62])[C:59]([O:63][CH3:64])=[CH:58][C:56]=1[NH2:57].C(OCCO)C. No catalyst specified. The product is [Cl:54][C:55]1[CH:61]=[C:60]([Cl:62])[C:59]([O:63][CH3:64])=[CH:58][C:56]=1[NH:57][C:2]1[C:11]2[C:6](=[CH:7][C:8]3[CH:15]=[C:14]([O:16][CH2:17][CH2:18][Cl:19])[C:13]([O:20][CH3:21])=[CH:12][C:9]=3[CH:10]=2)[N:5]=[CH:4][C:3]=1[C:22]#[N:23]. The yield is 0.480.